This data is from Full USPTO retrosynthesis dataset with 1.9M reactions from patents (1976-2016). The task is: Predict the reactants needed to synthesize the given product. (1) The reactants are: [F:1][C:2]1[CH:3]=[C:4]([OH:9])[CH:5]=[CH:6][C:7]=1[F:8].F[C:11]1[CH:16]=[CH:15][CH:14]=[CH:13][C:12]=1[N+:17]([O-:19])=[O:18].[F:20][C:21]1[CH:22]=[C:23]([CH:32]=[CH:33][C:34]=1[F:35])[O:24][C:25]1[CH:31]=[CH:30][CH:29]=[CH:28][C:26]=1[NH2:27].[NH2:36][C:37]1[S:38][CH:39]=[CH:40][N:41]=1. Given the product [F:1][C:2]1[CH:3]=[C:4]([CH:5]=[CH:6][C:7]=1[F:8])[O:9][C:11]1[CH:16]=[CH:15][CH:14]=[CH:13][C:12]=1[N+:17]([O-:19])=[O:18].[F:20][C:21]1[CH:22]=[C:23]([CH:32]=[CH:33][C:34]=1[F:35])[O:24][C:25]1[CH:31]=[CH:30][CH:29]=[CH:28][C:26]=1[NH:27][C:4]([NH:36][C:37]1[S:38][CH:39]=[CH:40][N:41]=1)=[O:9], predict the reactants needed to synthesize it. (2) The reactants are: B.C1COCC1.[CH2:7]([O:14][CH2:15][CH2:16][N:17]1[CH2:22][CH2:21][CH:20]([CH2:23][CH2:24][CH2:25][C:26]([NH2:28])=O)[CH2:19][CH2:18]1)[C:8]1[CH:13]=[CH:12][CH:11]=[CH:10][CH:9]=1. Given the product [CH2:7]([O:14][CH2:15][CH2:16][N:17]1[CH2:22][CH2:21][CH:20]([CH2:23][CH2:24][CH2:25][CH2:26][NH2:28])[CH2:19][CH2:18]1)[C:8]1[CH:9]=[CH:10][CH:11]=[CH:12][CH:13]=1, predict the reactants needed to synthesize it. (3) Given the product [Br:32][C:33]1[CH:38]=[CH:37][C:36]([CH2:39][C:40]([NH:18][C:19]2[CH:23]=[C:22]([C:24]3([C:27]([F:28])([F:29])[F:30])[CH2:26][CH2:25][CH2:45]3)[O:21][N:20]=2)=[O:41])=[C:35]([F:43])[CH:34]=1, predict the reactants needed to synthesize it. The reactants are: CC1(C)C(C)(C)OB(C2C=CC(CC([NH:18][C:19]3[CH:23]=[C:22]([C:24]4([C:27]([F:30])([F:29])[F:28])[CH2:26][CH2:25]4)[O:21][N:20]=3)=O)=CC=2)O1.[Br:32][C:33]1[CH:38]=[CH:37][C:36]([CH2:39][C:40](Cl)=[O:41])=[C:35]([F:43])[CH:34]=1.N1C=CC=C[CH:45]=1.NC1C=CON=1. (4) Given the product [ClH:21].[Cl:1][C:10]1[C:5]2[CH:4]=[C:3]([CH3:2])[NH:18][C:6]=2[N:7]=[C:8]([C:12]2[CH:17]=[CH:16][CH:15]=[CH:14][CH:13]=2)[N:9]=1, predict the reactants needed to synthesize it. The reactants are: [ClH:1].[CH3:2][C:3]1[NH:18][C:6]2[N:7]=[C:8]([C:12]3[CH:17]=[CH:16][CH:15]=[CH:14][CH:13]=3)[N:9]=[C:10](O)[C:5]=2[CH:4]=1.P(Cl)(Cl)([Cl:21])=O. (5) Given the product [Br:18][C:10]1[C:3]2[C:4](=[N:5][CH:6]=[CH:7][C:2]=2[Br:1])[NH:8][CH:9]=1, predict the reactants needed to synthesize it. The reactants are: [Br:1][C:2]1[CH:7]=[CH:6][N:5]=[C:4]2[NH:8][CH:9]=[CH:10][C:3]=12.C1C(=O)N([Br:18])C(=O)C1. (6) Given the product [NH2:1][C:2]([NH:4][C:5]1[NH:6][C:7]2[C:12]([C:13]=1[C:14](=[O:15])[NH2:16])=[CH:11][CH:10]=[C:9]([C:17]([OH:19])=[O:18])[CH:8]=2)=[O:3], predict the reactants needed to synthesize it. The reactants are: [NH2:1][C:2]([NH:4][C:5]1[NH:6][C:7]2[C:12]([C:13]=1[C:14]([NH2:16])=[O:15])=[CH:11][CH:10]=[C:9]([C:17]([O:19]C)=[O:18])[CH:8]=2)=[O:3].CO.O. (7) Given the product [Cl:41][C:42]1[CH:43]=[C:44](/[C:49](/[C:57]2[CH:62]=[CH:61][C:60]([CH:63]3[CH2:64][CH2:65]3)=[C:59]([O:66][CH3:67])[N:58]=2)=[CH:50]\[C@@H:51]2[NH:55][C:54](=[O:56])[CH2:53][CH2:52]2)[CH:45]=[CH:46][C:47]=1[O:7][CH:4]1[CH2:5][CH2:6][O:1][CH2:2][CH2:3]1, predict the reactants needed to synthesize it. The reactants are: [O:1]1[CH2:6][CH2:5][CH:4]([OH:7])[CH2:3][CH2:2]1.N(C(OC(C)C)=O)=NC(OC(C)C)=O.C1(P(C2C=CC=CC=2)C2C=CC=CC=2)C=CC=CC=1.[Cl:41][C:42]1[CH:43]=[C:44](/[C:49](/[C:57]2[CH:62]=[CH:61][C:60]([CH:63]3[CH2:65][CH2:64]3)=[C:59]([O:66][CH3:67])[N:58]=2)=[CH:50]\[C@@H:51]2[NH:55][C:54](=[O:56])[CH2:53][CH2:52]2)[CH:45]=[CH:46][C:47]=1O. (8) Given the product [F:27][CH:26]([F:28])[C:23]1[CH:24]=[CH:25][C:20]([C:13]2[C:12]3[C:17](=[CH:18][C:9]([S:8]([Cl:36])(=[O:47])=[O:35])=[CH:10][CH:11]=3)[N:16]=[C:15]([CH3:19])[N:14]=2)=[C:21]([O:29][CH3:30])[CH:22]=1, predict the reactants needed to synthesize it. The reactants are: C([S:8][C:9]1[CH:18]=[C:17]2[C:12]([C:13]([C:20]3[CH:25]=[CH:24][C:23]([CH:26]([F:28])[F:27])=[CH:22][C:21]=3[O:29][CH3:30])=[N:14][C:15]([CH3:19])=[N:16]2)=[CH:11][CH:10]=1)C1C=CC=CC=1.CC(O)=O.[OH2:35].[Cl:36]N1C(C)(C)C(=O)N(Cl)C1=O.[OH2:47]. (9) The reactants are: [OH:1][C:2]1[CH:3]=[CH:4][C:5]2[C:17](=[O:18])[C:16]3[C:15]4[C:10](=[CH:11][C:12]([C:19]#[N:20])=[CH:13][CH:14]=4)[NH:9][C:8]=3[C:7]([CH3:22])([CH3:21])[C:6]=2[CH:23]=1.[N:24]1([CH2:29][CH2:30]O)[CH:28]=[CH:27][N:26]=[CH:25]1. Given the product [N:24]1([CH2:29][CH2:30][O:1][C:2]2[CH:3]=[CH:4][C:5]3[C:17](=[O:18])[C:16]4[C:15]5[C:10](=[CH:11][C:12]([C:19]#[N:20])=[CH:13][CH:14]=5)[NH:9][C:8]=4[C:7]([CH3:21])([CH3:22])[C:6]=3[CH:23]=2)[CH:28]=[CH:27][N:26]=[CH:25]1, predict the reactants needed to synthesize it. (10) Given the product [CH3:22][O:10][C:9](=[O:11])[C:8]1[CH:12]=[C:13]([N+:19]([O-:21])=[O:20])[CH:14]=[C:15]([N+:16]([O-:18])=[O:17])[C:7]=1[CH3:6], predict the reactants needed to synthesize it. The reactants are: S(=O)(=O)(O)O.[CH3:6][C:7]1[C:15]([N+:16]([O-:18])=[O:17])=[CH:14][C:13]([N+:19]([O-:21])=[O:20])=[CH:12][C:8]=1[C:9]([OH:11])=[O:10].[C:22]1(C)C=CC=CC=1.[OH-].[Na+].